The task is: Predict the product of the given reaction.. This data is from Forward reaction prediction with 1.9M reactions from USPTO patents (1976-2016). (1) Given the reactants [C:1]([O:5][C:6]([NH:8][C@@H:9]([C:19]([OH:21])=O)[CH2:10][C:11]1[CH:16]=[CH:15][C:14]([O:17][CH3:18])=[CH:13][CH:12]=1)=[O:7])([CH3:4])([CH3:3])[CH3:2].CCN(C(C)C)C(C)C.Cl.[CH3:32][O:33][C:34]1[CH:35]=[C:36]([C:42]2[C@@H:51]3[C@@H:46]([CH2:47][CH2:48][CH2:49][CH2:50]3)[C:45](=[O:52])[N:44]([CH:53]3[CH2:58][CH2:57][NH:56][CH2:55][CH2:54]3)[N:43]=2)[CH:37]=[CH:38][C:39]=1[O:40][CH3:41].CCOC(C(C#N)=NOC(N1CCOCC1)=[N+](C)C)=O.F[P-](F)(F)(F)(F)F.C(=O)(O)[O-].[Na+], predict the reaction product. The product is: [CH3:32][O:33][C:34]1[CH:35]=[C:36]([C:42]2[C@@H:51]3[C@@H:46]([CH2:47][CH2:48][CH2:49][CH2:50]3)[C:45](=[O:52])[N:44]([CH:53]3[CH2:54][CH2:55][N:56]([C:19](=[O:21])[C@H:9]([NH:8][C:6](=[O:7])[O:5][C:1]([CH3:2])([CH3:3])[CH3:4])[CH2:10][C:11]4[CH:12]=[CH:13][C:14]([O:17][CH3:18])=[CH:15][CH:16]=4)[CH2:57][CH2:58]3)[N:43]=2)[CH:37]=[CH:38][C:39]=1[O:40][CH3:41]. (2) Given the reactants Cl[C:2]1[CH:11]=[CH:10][C:9]2[C:4](=[CH:5][CH:6]=[C:7]([N+:12]([O-])=O)[CH:8]=2)[N:3]=1.[CH3:15][O:16][C:17]1[CH:24]=[C:23]([O:25][CH3:26])[CH:22]=[CH:21][C:18]=1[CH2:19][NH2:20].[CH:27]([N:30]=[C:31]=[O:32])([CH3:29])[CH3:28], predict the reaction product. The product is: [CH3:15][O:16][C:17]1[CH:24]=[C:23]([O:25][CH3:26])[CH:22]=[CH:21][C:18]=1[CH2:19][NH:20][C:2]1[CH:11]=[CH:10][C:9]2[C:4](=[CH:5][CH:6]=[C:7]([NH:12][C:31]([NH:30][CH:27]([CH3:29])[CH3:28])=[O:32])[CH:8]=2)[N:3]=1. (3) Given the reactants O.[Cl-].CO[C:5]1[CH:18]=[C:9]2C=C[NH+](C)[C:13]3[CH:14]=[CH:15]N=[C:7]([C:8]=32)[C:6]=1[O:19]C.C[O:22][C:23]1C=C2C=C[NH+](C)C3C=CN=[C:25](C=32)[C:24]=1OC.[Cl-], predict the reaction product. The product is: [CH:15]1[CH:14]=[C:13]([C:8]2[CH:9]=[CH:18][CH:5]=[C:6]([OH:19])[CH:7]=2)[C:23]([OH:22])=[CH:24][CH:25]=1.